From a dataset of NCI-60 drug combinations with 297,098 pairs across 59 cell lines. Regression. Given two drug SMILES strings and cell line genomic features, predict the synergy score measuring deviation from expected non-interaction effect. (1) Drug 1: CN(C)N=NC1=C(NC=N1)C(=O)N. Drug 2: C1C(C(OC1N2C=NC(=NC2=O)N)CO)O. Cell line: OVCAR-4. Synergy scores: CSS=15.8, Synergy_ZIP=-2.12, Synergy_Bliss=1.09, Synergy_Loewe=-5.03, Synergy_HSA=1.11. (2) Drug 1: C1CCC(C1)C(CC#N)N2C=C(C=N2)C3=C4C=CNC4=NC=N3. Drug 2: CC(CN1CC(=O)NC(=O)C1)N2CC(=O)NC(=O)C2. Cell line: UACC62. Synergy scores: CSS=9.34, Synergy_ZIP=-0.873, Synergy_Bliss=0.804, Synergy_Loewe=-8.95, Synergy_HSA=-7.96. (3) Drug 1: CC1=C(N=C(N=C1N)C(CC(=O)N)NCC(C(=O)N)N)C(=O)NC(C(C2=CN=CN2)OC3C(C(C(C(O3)CO)O)O)OC4C(C(C(C(O4)CO)O)OC(=O)N)O)C(=O)NC(C)C(C(C)C(=O)NC(C(C)O)C(=O)NCCC5=NC(=CS5)C6=NC(=CS6)C(=O)NCCC[S+](C)C)O. Drug 2: C#CCC(CC1=CN=C2C(=N1)C(=NC(=N2)N)N)C3=CC=C(C=C3)C(=O)NC(CCC(=O)O)C(=O)O. Cell line: HCT-15. Synergy scores: CSS=28.9, Synergy_ZIP=2.40, Synergy_Bliss=1.78, Synergy_Loewe=-0.418, Synergy_HSA=-0.352.